This data is from Forward reaction prediction with 1.9M reactions from USPTO patents (1976-2016). The task is: Predict the product of the given reaction. (1) The product is: [CH2:1]([O:4][C:5]1[CH:10]=[CH:9][C:8]([C:19]2[CH:20]=[CH:21][C:22]([CH2:25][OH:26])=[N:23][CH:24]=2)=[C:7]([C:14]([F:17])([F:16])[F:15])[CH:6]=1)[CH2:2][CH3:3]. Given the reactants [CH2:1]([O:4][C:5]1[CH:10]=[CH:9][C:8](B(O)O)=[C:7]([C:14]([F:17])([F:16])[F:15])[CH:6]=1)[CH2:2][CH3:3].Br[C:19]1[CH:20]=[CH:21][C:22]([CH2:25][OH:26])=[N:23][CH:24]=1.C(=O)([O-])[O-].[K+].[K+].C1(C)C=CC=CC=1, predict the reaction product. (2) Given the reactants CC1(C)[O:6][C@@H:5]([CH2:7][O:8][NH:9][C:10]([C:12]2[N:20]([CH2:21][C:22]3[CH:27]=[CH:26][C:25]([I:28])=[CH:24][C:23]=3[F:29])[C:15]3=[CH:16][N:17]=[CH:18][CH:19]=[C:14]3[CH:13]=2)=[O:11])[CH2:4][O:3]1.Cl, predict the reaction product. The product is: [OH:6][C@H:5]([CH2:4][OH:3])[CH2:7][O:8][NH:9][C:10]([C:12]1[N:20]([CH2:21][C:22]2[CH:27]=[CH:26][C:25]([I:28])=[CH:24][C:23]=2[F:29])[C:15]2=[CH:16][N:17]=[CH:18][CH:19]=[C:14]2[CH:13]=1)=[O:11].